Dataset: Reaction yield outcomes from USPTO patents with 853,638 reactions. Task: Predict the reaction yield, written as a fraction of the theoretical maximum amount of product (1.0 means a 100% yield; for example, 0.34 means a 34% yield). The reactants are [CH2:1]([O:8][C:9]1[CH:18]=[C:17]2[C:12]([CH2:13][CH2:14][CH:15]([CH:19]=[CH:20][O:21]C)[O:16]2)=[CH:11][CH:10]=1)[C:2]1[CH:7]=[CH:6][CH:5]=[CH:4][CH:3]=1.Cl(O)(=O)(=O)=O.[NH4+].[OH-]. The catalyst is C1COCC1. The product is [CH2:1]([O:8][C:9]1[CH:18]=[C:17]2[C:12]([CH2:13][CH2:14][CH:15]([CH2:19][CH:20]=[O:21])[O:16]2)=[CH:11][CH:10]=1)[C:2]1[CH:3]=[CH:4][CH:5]=[CH:6][CH:7]=1. The yield is 0.500.